Task: Predict the product of the given reaction.. Dataset: Forward reaction prediction with 1.9M reactions from USPTO patents (1976-2016) Given the reactants C(OC([C:6]1[CH:7]=[N:8][N:9]([C:12]2[CH:13]=[N:14][C:15]([O:18][CH3:19])=[CH:16][CH:17]=2)[C:10]=1[NH2:11])=O)C.[OH-].[Na+].Cl, predict the reaction product. The product is: [CH3:19][O:18][C:15]1[N:14]=[CH:13][C:12]([N:9]2[C:10]([NH2:11])=[CH:6][CH:7]=[N:8]2)=[CH:17][CH:16]=1.